From a dataset of Full USPTO retrosynthesis dataset with 1.9M reactions from patents (1976-2016). Predict the reactants needed to synthesize the given product. (1) Given the product [CH2:1]([O:8][C:9]1[N:14]=[C:13]([CH3:15])[C:12]([NH:26][C:25]2[CH:27]=[C:28]([O:31][CH3:32])[CH:29]=[CH:30][C:24]=2[Cl:23])=[CH:11][CH:10]=1)[C:2]1[CH:7]=[CH:6][CH:5]=[CH:4][CH:3]=1, predict the reactants needed to synthesize it. The reactants are: [CH2:1]([O:8][C:9]1[N:14]=[C:13]([CH3:15])[C:12](Br)=[CH:11][CH:10]=1)[C:2]1[CH:7]=[CH:6][CH:5]=[CH:4][CH:3]=1.C(=O)([O-])[O-].[Cs+].[Cs+].[Cl:23][C:24]1[CH:30]=[CH:29][C:28]([O:31][CH3:32])=[CH:27][C:25]=1[NH2:26]. (2) Given the product [N+:29]([C:26]1[CH:27]=[CH:28][C:23]([C:22]([O:21][C@@H:14]([CH2:13][CH2:12][CH2:11][CH2:10][CH2:9][CH2:8][CH2:7][CH2:6][CH2:5][CH2:4][C:1]([O:3][CH2:44][C:43]([O:42][C:39]2[CH:38]=[CH:37][C:36]([N+:33]([O-:35])=[O:34])=[CH:41][CH:40]=2)=[O:46])=[O:2])[CH2:15][CH2:16][CH2:17][CH2:18][CH2:19][CH3:20])=[O:32])=[CH:24][CH:25]=1)([O-:31])=[O:30], predict the reactants needed to synthesize it. The reactants are: [C:1]([CH2:4][CH2:5][CH2:6][CH2:7][CH2:8][CH2:9][CH2:10][CH2:11][CH2:12][CH2:13][CH:14]([O:21][C:22](=[O:32])[C:23]1[CH:28]=[CH:27][C:26]([N+:29]([O-:31])=[O:30])=[CH:25][CH:24]=1)[CH2:15][CH2:16][CH2:17][CH2:18][CH2:19][CH3:20])([OH:3])=[O:2].[N+:33]([C:36]1[CH:41]=[CH:40][C:39]([O:42][C:43](=[O:46])[CH2:44]Br)=[CH:38][CH:37]=1)([O-:35])=[O:34].C(OC(C)C)(C)C. (3) Given the product [CH3:1][O:2][C:3]1[CH:4]=[C:5]2[C:10](=[CH:11][C:12]=1[O:13][CH3:14])[N:9]=[CH:8][CH:7]=[C:6]2[O:15][C:16]1[C:22]([CH3:23])=[CH:21][C:19]([NH:20][C:29](=[O:35])[O:28][CH2:26][CH:37]2[CH2:39][CH2:38]2)=[C:18]([CH3:24])[CH:17]=1, predict the reactants needed to synthesize it. The reactants are: [CH3:1][O:2][C:3]1[CH:4]=[C:5]2[C:10](=[CH:11][C:12]=1[O:13][CH3:14])[N:9]=[CH:8][CH:7]=[C:6]2[O:15][C:16]1[C:22]([CH3:23])=[CH:21][C:19]([NH2:20])=[C:18]([CH3:24])[CH:17]=1.Cl[C:26](Cl)([O:28][C:29](=[O:35])OC(Cl)(Cl)Cl)Cl.[CH:37]1(CO)[CH2:39][CH2:38]1.C(=O)(O)[O-].[Na+]. (4) Given the product [CH2:54]([N:29]1[C:30](=[O:53])[C@H:31]([CH2:33][C:34](=[O:52])[N:1]2[CH2:6][CH2:5][CH:4]([N:7]3[C:16](=[O:17])[CH2:15][C:14]4[C:9](=[CH:10][CH:11]=[CH:12][CH:13]=4)[CH2:8]3)[CH2:3][CH2:2]2)[CH2:32][C:21]2[CH:20]=[CH:19][C:27]3[NH:26][N:25]=[CH:24][C:23]=3[C:22]=2[CH2:28]1)[C:55]([CH3:58])([CH3:57])[CH3:56], predict the reactants needed to synthesize it. The reactants are: [NH:1]1[CH2:6][CH2:5][CH:4]([N:7]2[C:16](=[O:17])[CH2:15][C:14]3[C:9](=[CH:10][CH:11]=[CH:12][CH:13]=3)[CH2:8]2)[CH2:3][CH2:2]1.Cl[C:19]1[C:27]2[NH:26][N:25]=[CH:24][C:23]=2[C:22]2[CH2:28][N:29]([CH2:54][C:55]([CH3:58])([CH3:57])[CH3:56])[C:30](=[O:53])[C@@H:31]([CH2:33][C:34](=[O:52])N3CCC(N4CC5C(=CC=CC=5)NC4=O)CC3)[CH2:32][C:21]=2[CH:20]=1. (5) Given the product [F:17][C:18]1[CH:23]=[C:22]([F:24])[CH:21]=[CH:20][C:19]=1[C:25]1([CH3:26])[CH:27]([C:28]([O:30][CH2:31][CH3:32])=[O:29])[C:33](=[O:34])[NH:9][C:8]([C:3]2[CH:4]=[CH:5][CH:6]=[CH:7][N:2]=2)=[N:10]1, predict the reactants needed to synthesize it. The reactants are: Cl.[N:2]1[CH:7]=[CH:6][CH:5]=[CH:4][C:3]=1[C:8](=[NH:10])[NH2:9].CC(C)([O-])C.[K+].[F:17][C:18]1[CH:23]=[C:22]([F:24])[CH:21]=[CH:20][C:19]=1[C:25](=[C:27]([C:33](OCC)=[O:34])[C:28]([O:30][CH2:31][CH3:32])=[O:29])[CH3:26].Cl. (6) Given the product [CH3:52][N:20]([CH3:19])[C:21]1[S:22][C@H:23]2[O:29][C@H:28]([CH:30]([OH:31])[C:57]([F:60])([F:59])[F:58])[C@@H:27]([O:32][CH2:33][C:34]3[CH:35]=[CH:36][C:37]([O:40][CH3:41])=[CH:38][CH:39]=3)[C@H:26]([O:42][CH2:43][C:44]3[CH:45]=[CH:46][C:47]([O:50][CH3:51])=[CH:48][CH:49]=3)[C@H:24]2[N:25]=1, predict the reactants needed to synthesize it. The reactants are: CCCC[N+](CCCC)(CCCC)CCCC.[F-].[CH3:19][N:20]([CH3:52])[C:21]1[S:22][C@H:23]2[O:29][C@H:28]([CH:30]=[O:31])[C@@H:27]([O:32][CH2:33][C:34]3[CH:39]=[CH:38][C:37]([O:40][CH3:41])=[CH:36][CH:35]=3)[C@H:26]([O:42][CH2:43][C:44]3[CH:49]=[CH:48][C:47]([O:50][CH3:51])=[CH:46][CH:45]=3)[C@H:24]2[N:25]=1.[Si]([C:57]([F:60])([F:59])[F:58])(C)(C)C. (7) Given the product [CH3:1][CH:2]1[CH2:7][C:8]2[C:13](=[CH:12][CH:11]=[C:10]([CH3:14])[CH:9]=2)[C:4](=[O:6])[CH2:3]1, predict the reactants needed to synthesize it. The reactants are: [CH3:1][CH:2]([CH2:7][C:8]1[CH:9]=[C:10]([CH3:14])[CH:11]=[CH:12][CH:13]=1)[CH2:3][C:4]([OH:6])=O.OS(C(F)(F)F)(=O)=O. (8) Given the product [CH3:1][O:2][C:3]1[CH:4]=[C:5]([N:12]2[CH2:17][CH2:16][CH:15]([N:22]3[CH2:21][C@@H:20]([CH3:19])[O:25][C@@H:24]([CH3:26])[CH2:23]3)[CH2:14][CH2:13]2)[CH:6]=[CH:7][C:8]=1[N+:9]([O-:11])=[O:10], predict the reactants needed to synthesize it. The reactants are: [CH3:1][O:2][C:3]1[CH:4]=[C:5]([N:12]2[CH2:17][CH2:16][C:15](=O)[CH2:14][CH2:13]2)[CH:6]=[CH:7][C:8]=1[N+:9]([O-:11])=[O:10].[CH3:19][C@@H:20]1[O:25][C@H:24]([CH3:26])[CH2:23][NH:22][CH2:21]1.